Regression. Given two drug SMILES strings and cell line genomic features, predict the synergy score measuring deviation from expected non-interaction effect. From a dataset of NCI-60 drug combinations with 297,098 pairs across 59 cell lines. (1) Drug 1: C1=CN(C=N1)CC(O)(P(=O)(O)O)P(=O)(O)O. Drug 2: B(C(CC(C)C)NC(=O)C(CC1=CC=CC=C1)NC(=O)C2=NC=CN=C2)(O)O. Cell line: UACC62. Synergy scores: CSS=8.83, Synergy_ZIP=0.269, Synergy_Bliss=-0.513, Synergy_Loewe=-41.9, Synergy_HSA=-1.12. (2) Synergy scores: CSS=13.3, Synergy_ZIP=-0.728, Synergy_Bliss=8.08, Synergy_Loewe=1.29, Synergy_HSA=7.99. Cell line: HS 578T. Drug 1: CC1=C(C(=CC=C1)Cl)NC(=O)C2=CN=C(S2)NC3=CC(=NC(=N3)C)N4CCN(CC4)CCO. Drug 2: CC12CCC3C(C1CCC2O)C(CC4=C3C=CC(=C4)O)CCCCCCCCCS(=O)CCCC(C(F)(F)F)(F)F. (3) Drug 2: CN1C(=O)N2C=NC(=C2N=N1)C(=O)N. Synergy scores: CSS=53.4, Synergy_ZIP=3.17, Synergy_Bliss=6.85, Synergy_Loewe=0.571, Synergy_HSA=2.16. Cell line: CCRF-CEM. Drug 1: CC12CCC3C(C1CCC2=O)CC(=C)C4=CC(=O)C=CC34C. (4) Drug 1: CC1=C(C=C(C=C1)NC2=NC=CC(=N2)N(C)C3=CC4=NN(C(=C4C=C3)C)C)S(=O)(=O)N.Cl. Drug 2: C1=NC2=C(N1)C(=S)N=C(N2)N. Cell line: U251. Synergy scores: CSS=29.8, Synergy_ZIP=-6.34, Synergy_Bliss=-1.08, Synergy_Loewe=1.49, Synergy_HSA=1.74. (5) Synergy scores: CSS=23.6, Synergy_ZIP=-3.19, Synergy_Bliss=-2.80, Synergy_Loewe=0.252, Synergy_HSA=2.16. Cell line: COLO 205. Drug 2: C1CN1C2=NC(=NC(=N2)N3CC3)N4CC4. Drug 1: CC1=C(C(CCC1)(C)C)C=CC(=CC=CC(=CC(=O)O)C)C. (6) Drug 1: CC1=C2C(C(=O)C3(C(CC4C(C3C(C(C2(C)C)(CC1OC(=O)C(C(C5=CC=CC=C5)NC(=O)OC(C)(C)C)O)O)OC(=O)C6=CC=CC=C6)(CO4)OC(=O)C)OC)C)OC. Drug 2: C1=CN(C=N1)CC(O)(P(=O)(O)O)P(=O)(O)O. Cell line: MALME-3M. Synergy scores: CSS=31.4, Synergy_ZIP=4.51, Synergy_Bliss=5.18, Synergy_Loewe=-3.11, Synergy_HSA=6.03.